From a dataset of Forward reaction prediction with 1.9M reactions from USPTO patents (1976-2016). Predict the product of the given reaction. (1) Given the reactants [CH3:1][S:2](Cl)(=[O:4])=[O:3].[OH:6][C@H:7]1[CH2:11][CH2:10][N:9]([C:12]([CH:14]2[CH2:19][CH2:18][O:17][CH2:16][CH2:15]2)=[O:13])[CH2:8]1.CCN(CC)CC, predict the reaction product. The product is: [O:17]1[CH2:18][CH2:19][CH:14]([C:12]([N:9]2[CH2:10][CH2:11][C@H:7]([O:6][S:2]([CH3:1])(=[O:4])=[O:3])[CH2:8]2)=[O:13])[CH2:15][CH2:16]1. (2) Given the reactants C([O:8][N:9]([CH2:12][CH2:13][CH2:14][CH2:15][CH2:16][CH2:17][N:18]1[C:24](=[O:25])[C:23]2[CH2:26][CH2:27][CH:28]=[CH:29][C:22]=2[O:21][C:20]2[CH:30]=[CH:31][CH:32]=[CH:33][C:19]1=2)[CH:10]=[O:11])C1C=CC=CC=1.[H][H], predict the reaction product. The product is: [OH:8][N:9]([CH2:12][CH2:13][CH2:14][CH2:15][CH2:16][CH2:17][N:18]1[C:24](=[O:25])[C:23]2[CH:26]=[CH:27][CH:28]=[CH:29][C:22]=2[O:21][C:20]2[CH:30]=[CH:31][CH:32]=[CH:33][C:19]1=2)[CH:10]=[O:11]. (3) Given the reactants Cl[C:2]1[N:7]=[CH:6][C:5]2[N:8]=[CH:9][N:10]([CH:11]3[CH2:15][CH2:14][CH2:13][CH2:12]3)[C:4]=2[CH:3]=1.[CH3:16][O:17][CH:18]1[CH2:23][CH2:22][N:21]([C:24]2[N:29]=[C:28]([NH2:30])[CH:27]=[CH:26][N:25]=2)[CH2:20][CH2:19]1, predict the reaction product. The product is: [CH:11]1([N:10]2[C:4]3[CH:3]=[C:2]([NH:30][C:28]4[CH:27]=[CH:26][N:25]=[C:24]([N:21]5[CH2:20][CH2:19][CH:18]([O:17][CH3:16])[CH2:23][CH2:22]5)[N:29]=4)[N:7]=[CH:6][C:5]=3[N:8]=[CH:9]2)[CH2:15][CH2:14][CH2:13][CH2:12]1.